Dataset: Catalyst prediction with 721,799 reactions and 888 catalyst types from USPTO. Task: Predict which catalyst facilitates the given reaction. (1) Reactant: Cl[CH:2]([C:7]1[N:11]([CH3:12])[C:10]([S:13][CH2:14][CH:15]2[CH2:17][CH2:16]2)=[N:9][N:8]=1)[CH2:3][CH:4]1[CH2:6][CH2:5]1.[N-:18]=[N+]=[N-].[Na+].C1(P(C2C=CC=CC=2)C2C=CC=CC=2)C=CC=CC=1. Product: [CH:4]1([CH2:3][CH:2]([C:7]2[N:11]([CH3:12])[C:10]([S:13][CH2:14][CH:15]3[CH2:17][CH2:16]3)=[N:9][N:8]=2)[NH2:18])[CH2:6][CH2:5]1. The catalyst class is: 18. (2) Reactant: [CH:1]1([S:6][C:7]2[CH:8]=[C:9]([CH2:13][OH:14])[CH:10]=[CH:11][CH:12]=2)[CH2:5][CH2:4][CH2:3][CH2:2]1.[H-].[Na+].CS(O[CH2:22][CH2:23][O:24][CH2:25][CH2:26][CH2:27][CH2:28][CH2:29][CH2:30][N:31]1[CH2:35][C@@H:34]([C:36]2[CH:47]=[CH:46][C:39]3[O:40][C:41]([CH3:45])([CH3:44])[O:42][CH2:43][C:38]=3[CH:37]=2)[O:33][C:32]1=[O:48])(=O)=O.P([O-])([O-])([O-])=O. Product: [CH:1]1([S:6][C:7]2[CH:8]=[C:9]([CH:10]=[CH:11][CH:12]=2)[CH2:13][O:14][CH2:22][CH2:23][O:24][CH2:25][CH2:26][CH2:27][CH2:28][CH2:29][CH2:30][N:31]2[CH2:35][C@@H:34]([C:36]3[CH:47]=[CH:46][C:39]4[O:40][C:41]([CH3:44])([CH3:45])[O:42][CH2:43][C:38]=4[CH:37]=3)[O:33][C:32]2=[O:48])[CH2:5][CH2:4][CH2:3][CH2:2]1. The catalyst class is: 3. (3) Reactant: [CH3:1][C:2]1[CH2:6][CH2:5][C:4]([CH3:8])([CH3:7])[C:3]=1[CH:9]=O.[F:11][C:12]1[CH:13]=[C:14]([CH:16]=[CH:17][CH:18]=1)[NH2:15].C([BH3-])#N.[Na+].[Cl-].[NH4+]. Product: [F:11][C:12]1[CH:13]=[C:14]([CH:16]=[CH:17][CH:18]=1)[NH:15][CH2:9][C:3]1[C:4]([CH3:8])([CH3:7])[CH2:5][CH2:6][C:2]=1[CH3:1]. The catalyst class is: 130. (4) Reactant: [CH:1]1[N:5]2[C:6]3[CH:15]=[CH:14][CH:13]=[CH:12][C:7]=3[CH2:8][CH2:9][C@@H:10]([NH2:11])[C:4]2=[N:3][CH:2]=1.[CH2:16]([O:18][C:19]1[CH:33]=[CH:32][C:22]([C:23]([NH:25][C:26]2([C:29](O)=[O:30])[CH2:28][CH2:27]2)=[O:24])=[CH:21][CH:20]=1)[CH3:17].ON1C2C=CC=CC=2N=N1.Cl.CN(C)CCCN=C=NCC.C(N(C(C)C)CC)(C)C. Product: [CH:1]1[N:5]2[C:6]3[CH:15]=[CH:14][CH:13]=[CH:12][C:7]=3[CH2:8][CH2:9][C@@H:10]([NH:11][C:29]([C:26]3([NH:25][C:23](=[O:24])[C:22]4[CH:32]=[CH:33][C:19]([O:18][CH2:16][CH3:17])=[CH:20][CH:21]=4)[CH2:28][CH2:27]3)=[O:30])[C:4]2=[N:3][CH:2]=1. The catalyst class is: 54. (5) Reactant: [F:1][C:2]1[CH:7]=[CH:6][C:5]([N:8]2[C:11](=[O:12])[C@H:10]([S:13][CH2:14][CH:15]([C:17]3[CH:22]=[CH:21][C:20]([F:23])=[CH:19][CH:18]=3)[OH:16])[C@H:9]2[C:24]2[CH:40]=[CH:39][C:27]([O:28][CH2:29][C:30]([NH:32][C@@H:33]([C:36](O)=[O:37])[CH2:34][OH:35])=[O:31])=[CH:26][CH:25]=2)=[CH:4][CH:3]=1.Cl.C([O:46][C:47](=[O:57])[C@@H:48]([CH2:50][C:51]1[CH:56]=[CH:55][CH:54]=[CH:53][CH:52]=1)[NH2:49])(C)(C)C.CN1CCOCC1.CN(C(ON1N=NC2C=CC=CC1=2)=[N+](C)C)C.[B-](F)(F)(F)F. Product: [F:1][C:2]1[CH:3]=[CH:4][C:5]([N:8]2[C:11](=[O:12])[C@H:10]([S:13][CH2:14][CH:15]([C:17]3[CH:18]=[CH:19][C:20]([F:23])=[CH:21][CH:22]=3)[OH:16])[C@H:9]2[C:24]2[CH:40]=[CH:39][C:27]([O:28][CH2:29][C:30]([NH:32][C@@H:33]([C:36]([NH:49][C@@H:48]([C:47]([OH:57])=[O:46])[CH2:50][C:51]3[CH:56]=[CH:55][CH:54]=[CH:53][CH:52]=3)=[O:37])[CH2:34][OH:35])=[O:31])=[CH:26][CH:25]=2)=[CH:6][CH:7]=1. The catalyst class is: 2. (6) Reactant: [OH:1][C@H:2]([CH2:35][O:36][C:37]1[CH:42]=[CH:41][C:40]([O:43][Si](C(C)C)(C2C=CC=CC=2)C2C=CC=CC=2)=[CH:39][CH:38]=1)[CH2:3][NH:4][CH2:5][CH2:6][C:7]1[CH:34]=[CH:33][C:10]([NH:11][CH:12]2[CH2:17][CH2:16][N:15]([C:18]([NH:20][C:21]3[CH:32]=[CH:31][C:24]([O:25][CH2:26][C:27]([O:29]C)=[O:28])=[CH:23][CH:22]=3)=[O:19])[CH2:14][CH2:13]2)=[CH:9][CH:8]=1. Product: [OH:1][C@H:2]([CH2:35][O:36][C:37]1[CH:38]=[CH:39][C:40]([OH:43])=[CH:41][CH:42]=1)[CH2:3][NH:4][CH2:5][CH2:6][C:7]1[CH:8]=[CH:9][C:10]([NH:11][CH:12]2[CH2:13][CH2:14][N:15]([C:18]([NH:20][C:21]3[CH:22]=[CH:23][C:24]([O:25][CH2:26][C:27]([OH:29])=[O:28])=[CH:31][CH:32]=3)=[O:19])[CH2:16][CH2:17]2)=[CH:33][CH:34]=1. The catalyst class is: 147. (7) The catalyst class is: 590. Product: [O:26]1[C:22]2[CH:21]=[CH:20][CH:19]=[C:18]([NH:17][C:7]3[C:6]4[C:11](=[C:12]([CH3:13])[C:3]([S:28][CH3:27])=[CH:4][CH:5]=4)[N:10]=[CH:9][C:8]=3[C:14]([NH2:16])=[O:15])[C:23]=2[CH2:24][CH2:25]1. Reactant: Cl.Cl[C:3]1[C:12]([CH3:13])=[C:11]2[C:6]([C:7]([NH:17][C:18]3[C:23]4[CH2:24][CH2:25][O:26][C:22]=4[CH:21]=[CH:20][CH:19]=3)=[C:8]([C:14]([NH2:16])=[O:15])[CH:9]=[N:10]2)=[CH:5][CH:4]=1.[CH3:27][S-:28].[Na+].C(=O)([O-])[O-].[K+].[K+].O. (8) Reactant: Cl[C:2]1[N:7]=[C:6]([C:8]([OH:10])=[O:9])[CH:5]=[CH:4][C:3]=1[CH:11]1[CH2:13][CH2:12]1.[F:14][C:15]([F:22])([F:21])[C@H:16]([OH:20])[CH2:17][CH2:18][OH:19].CC(C)([O-])C.[K+]. Product: [CH:11]1([C:3]2[CH:4]=[CH:5][C:6]([C:8]([OH:10])=[O:9])=[N:7][C:2]=2[O:20][C@@H:16]([C:15]([F:22])([F:21])[F:14])[CH2:17][CH2:18][OH:19])[CH2:13][CH2:12]1. The catalyst class is: 3.